Dataset: Reaction yield outcomes from USPTO patents with 853,638 reactions. Task: Predict the reaction yield, written as a fraction of the theoretical maximum amount of product (1.0 means a 100% yield; for example, 0.34 means a 34% yield). The reactants are [Cl:1][CH2:2][C:3]([NH:5][C:6]([CH3:11])([CH3:10])[C:7]([OH:9])=[O:8])=O.C(N(CC)CC)C.ClC(OCC)=O. The catalyst is CC(C)=O. The product is [Cl:1][CH2:2][C:3]1[O:8][C:7](=[O:9])[C:6]([CH3:11])([CH3:10])[N:5]=1. The yield is 0.820.